Regression. Given a peptide amino acid sequence and an MHC pseudo amino acid sequence, predict their binding affinity value. This is MHC class II binding data. From a dataset of Peptide-MHC class II binding affinity with 134,281 pairs from IEDB. (1) The peptide sequence is VFNYETETTSVIPAA. The MHC is DRB1_0401 with pseudo-sequence DRB1_0401. The binding affinity (normalized) is 0.671. (2) The peptide sequence is EGVHGGTWVSATLEQ. The MHC is DRB1_0301 with pseudo-sequence DRB1_0301. The binding affinity (normalized) is 0.0371. (3) The peptide sequence is LVGPTPVNIIGRNLLTQIGC. The MHC is DRB1_1302 with pseudo-sequence DRB1_1302. The binding affinity (normalized) is 1.00. (4) The peptide sequence is IEAAASAIQGNVTSI. The MHC is DRB3_0101 with pseudo-sequence DRB3_0101. The binding affinity (normalized) is 0.246. (5) The binding affinity (normalized) is 0.572. The MHC is DRB1_0405 with pseudo-sequence DRB1_0405. The peptide sequence is TTLLRALGAQKEAIS. (6) The peptide sequence is PKQMLVGGVVLLGAMK. The MHC is HLA-DQA10601-DQB10402 with pseudo-sequence HLA-DQA10601-DQB10402. The binding affinity (normalized) is 0. (7) The peptide sequence is ASRELERFAVNPGLL. The MHC is HLA-DPA10103-DPB10401 with pseudo-sequence HLA-DPA10103-DPB10401. The binding affinity (normalized) is 0.214.